Task: Predict the product of the given reaction.. Dataset: Forward reaction prediction with 1.9M reactions from USPTO patents (1976-2016) (1) Given the reactants C1([O:7][C:8](=[O:26])[CH:9]([N:16]2[C:21](=[S:22])[C:20]3[CH:23]=[N:24][NH:25][C:19]=3[N:18]=[CH:17]2)[C:10]2[CH:15]=[CH:14][CH:13]=[CH:12][CH:11]=2)CCCCC1.[OH-].[K+], predict the reaction product. The product is: [C:10]1([CH:9]([N:16]2[C:21](=[S:22])[C:20]3[CH:23]=[N:24][NH:25][C:19]=3[N:18]=[CH:17]2)[C:8]([OH:26])=[O:7])[CH:15]=[CH:14][CH:13]=[CH:12][CH:11]=1. (2) The product is: [S:28]([O-:32])([OH:31])(=[O:30])=[O:29].[C:1]12([C:11]3[CH:27]=[CH:26][C:14]([O:15][CH2:16][C:17]([N:19]4[CH2:24][CH2:23][NH+:22]([CH3:25])[CH2:21][CH2:20]4)=[O:18])=[CH:13][CH:12]=3)[CH2:10][CH:5]3[CH2:6][CH:7]([CH2:9][CH:3]([CH2:4]3)[CH2:2]1)[CH2:8]2. Given the reactants [C:1]12([C:11]3[CH:27]=[CH:26][C:14]([O:15][CH2:16][C:17]([N:19]4[CH2:24][CH2:23][N:22]([CH3:25])[CH2:21][CH2:20]4)=[O:18])=[CH:13][CH:12]=3)[CH2:10][CH:5]3[CH2:6][CH:7]([CH2:9][CH:3]([CH2:4]3)[CH2:2]1)[CH2:8]2.[S:28](=[O:32])(=[O:31])([OH:30])[OH:29], predict the reaction product.